Dataset: Catalyst prediction with 721,799 reactions and 888 catalyst types from USPTO. Task: Predict which catalyst facilitates the given reaction. (1) Reactant: Cl.[Cl:2][C:3]1[CH:12]=[C:11]2[C:6]([C:7]([C:20]3[CH:25]=[CH:24][CH:23]=[CH:22][CH:21]=3)=[C:8]([CH2:14][C:15]([O:17]CC)=[O:16])[C:9](=[O:13])[O:10]2)=[CH:5][C:4]=1[CH2:26][N:27]1[CH2:32][CH2:31][N:30]([C:33]2[CH:38]=[CH:37][CH:36]=[CH:35][CH:34]=2)[CH2:29][CH2:28]1.[OH-].[Na+].Cl.C(=O)([O-])O.[Na+]. Product: [Cl:2][C:3]1[CH:12]=[C:11]2[C:6]([C:7]([C:20]3[CH:21]=[CH:22][CH:23]=[CH:24][CH:25]=3)=[C:8]([CH2:14][C:15]([OH:17])=[O:16])[C:9](=[O:13])[O:10]2)=[CH:5][C:4]=1[CH2:26][N:27]1[CH2:32][CH2:31][N:30]([C:33]2[CH:38]=[CH:37][CH:36]=[CH:35][CH:34]=2)[CH2:29][CH2:28]1. The catalyst class is: 8. (2) Reactant: [CH3:1][N:2]1[C:6]([C:7]2[CH:8]=[C:9]([C:14]3[CH:19]=[CH:18][CH:17]=[CH:16][CH:15]=3)[CH:10]=[CH:11][C:12]=2[OH:13])=[CH:5][CH:4]=[N:3]1.[C:20]([C:22]1[CH:23]=[C:24]([S:29]([NH:32][C:33]2[CH:38]=[CH:37][C:36]([F:39])=[CH:35][N:34]=2)(=[O:31])=[O:30])[CH:25]=[CH:26][C:27]=1F)#[N:21].C(=O)([O-])[O-].[K+].[K+].Cl. Product: [C:20]([C:22]1[CH:23]=[C:24]([S:29]([NH:32][C:33]2[CH:38]=[CH:37][C:36]([F:39])=[CH:35][N:34]=2)(=[O:30])=[O:31])[CH:25]=[CH:26][C:27]=1[O:13][C:12]1[CH:11]=[CH:10][C:9]([C:14]2[CH:15]=[CH:16][CH:17]=[CH:18][CH:19]=2)=[CH:8][C:7]=1[C:6]1[N:2]([CH3:1])[N:3]=[CH:4][CH:5]=1)#[N:21]. The catalyst class is: 16. (3) Reactant: [Cl:1][C:2]1[CH:7]=[CH:6][CH:5]=[CH:4][C:3]=1[C@H:8]1[CH2:12][O:11][C:10](=[O:13])[NH:9]1.[H-].[Na+].[Br:16][C:17]1[CH:18]=[N:19][N:20]2[CH:25]=[CH:24][C:23](Cl)=[N:22][C:21]=12.[Cl-].[NH4+]. Product: [Br:16][C:17]1[CH:18]=[N:19][N:20]2[CH:25]=[CH:24][C:23]([N:9]3[C@@H:8]([C:3]4[CH:4]=[CH:5][CH:6]=[CH:7][C:2]=4[Cl:1])[CH2:12][O:11][C:10]3=[O:13])=[N:22][C:21]=12. The catalyst class is: 3.